From a dataset of Forward reaction prediction with 1.9M reactions from USPTO patents (1976-2016). Predict the product of the given reaction. (1) Given the reactants CC(OI1(OC(C)=O)(OC(C)=O)OC(=O)C2C=CC=CC1=2)=O.[CH:23]1([CH:26]([C:28]2[C:33]3[N:34]4[CH2:40][CH2:39][CH2:38][N:37]([C:41]5[CH:46]=[CH:45][C:44]([Cl:47])=[CH:43][C:42]=5[Cl:48])[C:35]4=[N:36][C:32]=3[CH:31]=[CH:30][CH:29]=2)[OH:27])[CH2:25][CH2:24]1, predict the reaction product. The product is: [CH:23]1([C:26]([C:28]2[C:33]3[N:34]4[CH2:40][CH2:39][CH2:38][N:37]([C:41]5[CH:46]=[CH:45][C:44]([Cl:47])=[CH:43][C:42]=5[Cl:48])[C:35]4=[N:36][C:32]=3[CH:31]=[CH:30][CH:29]=2)=[O:27])[CH2:25][CH2:24]1. (2) Given the reactants C([O:4][C@H:5]1[C@H:17]([O:18]C(=O)C)[C@H:16]([CH2:22][O:23]C(=O)C)[O:15][C@@H:6]1[S:7][C:8]1[CH:13]=[CH:12][C:11]([CH3:14])=[CH:10][CH:9]=1)(=O)C.O(C)[Na], predict the reaction product. The product is: [S:7]([C:8]1[CH:13]=[CH:12][C:11]([CH3:14])=[CH:10][CH:9]=1)[C@H:6]1[O:15][C@@H:16]([CH2:22][OH:23])[C@@H:17]([OH:18])[C@@H:5]1[OH:4]. (3) Given the reactants [Cl:1][C:2]1[N:3]=[C:4]([NH:22][C:23]2[CH:31]=[C:30]3[C:26]([CH:27]=[N:28][NH:29]3)=[CH:25][CH:24]=2)[C:5]2[C:10](I)=[CH:9][N:8]([S:12]([C:15]3[CH:21]=[CH:20][C:18]([CH3:19])=[CH:17][CH:16]=3)(=[O:14])=[O:13])[C:6]=2[N:7]=1.[CH:32]([Sn](C=C)(C=C)C=C)=[CH2:33], predict the reaction product. The product is: [Cl:1][C:2]1[N:3]=[C:4]([NH:22][C:23]2[CH:31]=[C:30]3[C:26]([CH:27]=[N:28][NH:29]3)=[CH:25][CH:24]=2)[C:5]2[C:10]([CH:32]=[CH2:33])=[CH:9][N:8]([S:12]([C:15]3[CH:21]=[CH:20][C:18]([CH3:19])=[CH:17][CH:16]=3)(=[O:14])=[O:13])[C:6]=2[N:7]=1.